Dataset: Full USPTO retrosynthesis dataset with 1.9M reactions from patents (1976-2016). Task: Predict the reactants needed to synthesize the given product. (1) Given the product [CH:64]([C:60]1[CH:59]=[C:58]([NH:57][C:55]2[N:54]([CH3:67])[C:53]3[CH:68]=[CH:69][C:50]([O:49][C:47]4[CH:46]=[CH:45][N:44]=[C:43]([NH:42][C:15]([CH2:14][CH:11]5[CH2:10][CH2:9][N:8]([C:6]([O:5][C:1]([CH3:2])([CH3:3])[CH3:4])=[O:7])[CH2:13][CH2:12]5)=[O:17])[CH:48]=4)=[CH:51][C:52]=3[N:56]=2)[CH:63]=[CH:62][CH:61]=1)([CH3:66])[CH3:65], predict the reactants needed to synthesize it. The reactants are: [C:1]([O:5][C:6]([N:8]1[CH2:13][CH2:12][CH:11]([CH2:14][C:15]([OH:17])=O)[CH2:10][CH2:9]1)=[O:7])([CH3:4])([CH3:3])[CH3:2].CN(C(ON1N=NC2C=CC=NC1=2)=[N+](C)C)C.F[P-](F)(F)(F)(F)F.[NH2:42][C:43]1[CH:48]=[C:47]([O:49][C:50]2[CH:69]=[CH:68][C:53]3[N:54]([CH3:67])[C:55]([NH:57][C:58]4[CH:63]=[CH:62][CH:61]=[C:60]([CH:64]([CH3:66])[CH3:65])[CH:59]=4)=[N:56][C:52]=3[CH:51]=2)[CH:46]=[CH:45][N:44]=1. (2) Given the product [CH3:26][N:27]1[CH2:33][CH2:32][CH2:31][N:30]([C:17]([O:16][CH2:15][CH2:14][CH:11]2[CH2:10][CH2:9][N:8]([C:6]([O:5][C:1]([CH3:2])([CH3:3])[CH3:4])=[O:7])[CH2:13][CH2:12]2)=[O:19])[CH2:29][CH2:28]1, predict the reactants needed to synthesize it. The reactants are: [C:1]([O:5][C:6]([N:8]1[CH2:13][CH2:12][CH:11]([CH2:14][CH2:15][O:16][C:17]([O:19]C2C=CC=CC=2)=O)[CH2:10][CH2:9]1)=[O:7])([CH3:4])([CH3:3])[CH3:2].[CH3:26][N:27]1[CH2:33][CH2:32][CH2:31][NH:30][CH2:29][CH2:28]1. (3) Given the product [C:1]([O:5][C:6](=[O:35])[NH:7][CH2:8][CH2:9][CH2:10][N:11]([C@@H:12]([C:16]1[N:25]([CH2:26][C:27]2[CH:32]=[CH:31][CH:30]=[CH:29][CH:28]=2)[C:24](=[O:33])[C:23]2[C:18](=[CH:19][C:20]([Cl:34])=[CH:21][CH:22]=2)[N:17]=1)[CH:13]([CH3:15])[CH3:14])[C:51](=[O:52])[C:48]1[CH:49]=[CH:50][C:45]([CH3:54])=[CH:46][CH:47]=1)([CH3:3])([CH3:4])[CH3:2].[C:1]([O:5][C:6](=[O:35])[NH:7][CH2:8][CH2:9][CH2:10][N:11]([CH:12]([C:16]1[N:25]([CH2:26][C:27]2[CH:32]=[CH:31][CH:30]=[CH:29][CH:28]=2)[C:24](=[O:33])[C:23]2[C:18](=[CH:19][C:20]([Cl:34])=[CH:21][CH:22]=2)[N:17]=1)[CH:13]([CH3:15])[CH3:14])[C:51](=[O:52])[C:48]1[CH:49]=[CH:50][C:45]([CH3:54])=[CH:46][CH:47]=1)([CH3:3])([CH3:4])[CH3:2], predict the reactants needed to synthesize it. The reactants are: [C:1]([O:5][C:6](=[O:35])[NH:7][CH2:8][CH2:9][CH2:10][NH:11][CH:12]([C:16]1[N:25]([CH2:26][C:27]2[CH:32]=[CH:31][CH:30]=[CH:29][CH:28]=2)[C:24](=[O:33])[C:23]2[C:18](=[CH:19][C:20]([Cl:34])=[CH:21][CH:22]=2)[N:17]=1)[CH:13]([CH3:15])[CH3:14])([CH3:4])([CH3:3])[CH3:2].CCN(C(C)C)C(C)C.[C:45]1([CH3:54])[CH:50]=[CH:49][C:48]([C:51](Cl)=[O:52])=[CH:47][CH:46]=1. (4) Given the product [CH2:1]([C:3]1[CH:8]=[C:7]([CH3:9])[CH:6]=[C:5]([CH2:10][CH3:11])[C:4]=1[C:12](=[O:17])[C:13]([NH:15][N:16]=[CH:18][CH2:19][CH3:20])=[O:14])[CH3:2], predict the reactants needed to synthesize it. The reactants are: [CH2:1]([C:3]1[CH:8]=[C:7]([CH3:9])[CH:6]=[C:5]([CH2:10][CH3:11])[C:4]=1[C:12](=[O:17])[C:13]([NH:15][NH2:16])=[O:14])[CH3:2].[CH:18](=O)[CH2:19][CH3:20]. (5) Given the product [NH2:1][C:4]1[N:9]=[C:8]([C:10]([C:12]2[C:17]([N:18]([CH2:32][O:33][CH3:34])[S:19]([C:22]3[CH:27]=[CH:26][C:25]([C:28]([CH3:30])([CH3:31])[CH3:29])=[CH:24][CH:23]=3)(=[O:20])=[O:21])=[CH:16][C:15]([Cl:35])=[CH:14][N:13]=2)=[O:11])[CH:7]=[CH:6][CH:5]=1, predict the reactants needed to synthesize it. The reactants are: [N:1]([C:4]1[N:9]=[C:8]([C:10]([C:12]2[C:17]([N:18]([CH2:32][O:33][CH3:34])[S:19]([C:22]3[CH:27]=[CH:26][C:25]([C:28]([CH3:31])([CH3:30])[CH3:29])=[CH:24][CH:23]=3)(=[O:21])=[O:20])=[CH:16][C:15]([Cl:35])=[CH:14][N:13]=2)=[O:11])[CH:7]=[CH:6][CH:5]=1)=[N+]=[N-].C(CCP(CCC(O)=O)CCC(O)=O)(O)=O. (6) Given the product [CH2:33]([N:21]1[CH:22]=[C:23]([C:25]2[CH:30]=[CH:29][C:28]([Cl:31])=[CH:27][C:26]=2[Cl:32])[N:24]=[C:20]1[C@@H:19]([NH:37][C:44](=[O:46])[CH2:43][CH2:42][CH2:41][CH2:40][C:39](=[O:48])[NH:53][CH:52]([C:51]([OH:58])=[O:50])[CH2:54][CH2:55][S:56][CH3:57])[CH2:18][C:15]1[CH:16]=[CH:17][C:12]([O:11][C:8]2[CH:9]=[CH:10][C:5]([C:4]([OH:3])=[O:38])=[CH:6][CH:7]=2)=[CH:13][CH:14]=1)[CH2:34][CH2:35][CH3:36], predict the reactants needed to synthesize it. The reactants are: Cl.C[O:3][C:4](=[O:38])[C:5]1[CH:10]=[CH:9][C:8]([O:11][C:12]2[CH:17]=[CH:16][C:15]([CH2:18][C@H:19]([NH2:37])[C:20]3[N:21]([CH2:33][CH2:34][CH2:35][CH3:36])[CH:22]=[C:23]([C:25]4[CH:30]=[CH:29][C:28]([Cl:31])=[CH:27][C:26]=4[Cl:32])[N:24]=3)=[CH:14][CH:13]=2)=[CH:7][CH:6]=1.[C:39]([OH:48])(=O)[CH2:40][CH2:41][CH2:42][CH2:43][C:44]([OH:46])=O.C[O:50][C:51](=[O:58])[C@H:52]([CH2:54][CH2:55][S:56][CH3:57])[NH2:53].